This data is from Forward reaction prediction with 1.9M reactions from USPTO patents (1976-2016). The task is: Predict the product of the given reaction. (1) The product is: [CH3:32][C:30]1[CH:29]=[C:28]([CH3:33])[N:27]=[C:26]([NH:25][C:4](=[O:17])[C:5]([NH:7][C:8]2[CH:9]=[CH:10][C:11]([N+:14]([O-:16])=[O:15])=[CH:12][CH:13]=2)=[O:6])[CH:31]=1. Given the reactants C(O[C:4](=[O:17])[C:5]([NH:7][C:8]1[CH:13]=[CH:12][C:11]([N+:14]([O-:16])=[O:15])=[CH:10][CH:9]=1)=[O:6])C.C(N(CC)CC)C.[NH2:25][C:26]1[CH:31]=[C:30]([CH3:32])[CH:29]=[C:28]([CH3:33])[N:27]=1, predict the reaction product. (2) Given the reactants [F:1][C:2]1[CH:21]=[CH:20][CH:19]=[CH:18][C:3]=1[CH2:4][NH:5][C:6]([NH:8][NH:9][C:10]([C:12]1[S:13][C:14]([Cl:17])=[CH:15][CH:16]=1)=O)=[O:7].Cl, predict the reaction product. The product is: [Cl:17][C:14]1[S:13][C:12]([C:10]2[N:5]([CH2:4][C:3]3[CH:18]=[CH:19][CH:20]=[CH:21][C:2]=3[F:1])[C:6](=[O:7])[NH:8][N:9]=2)=[CH:16][CH:15]=1. (3) Given the reactants [C:1]1([N:7]2[C:12](=[O:13])[C:11]3[S:14][CH:15]=[C:16]([C:17]4[CH:22]=[CH:21][CH:20]=[CH:19][CH:18]=4)[C:10]=3[N:9]=[CH:8]2)[CH:6]=[CH:5][CH:4]=[CH:3][CH:2]=1.N[C:24]1[C:28]([C:24]2[CH:25]=CC3[C:27](=[CH:25][CH:24]=[CH:28][CH:27]=3)[CH:28]=2)=[CH:27]S[C:25]=1C(OC)=O.[CH:43](OCC)(OCC)[O:44]CC.COC1C=CC(N)=CC=1, predict the reaction product. The product is: [CH3:43][O:44][C:4]1[CH:5]=[CH:6][C:1]([N:7]2[C:12](=[O:13])[C:11]3[S:14][CH:15]=[C:16]([C:17]4[CH:18]=[CH:19][C:20]5[C:21](=[CH:25][CH:24]=[CH:28][CH:27]=5)[CH:22]=4)[C:10]=3[N:9]=[CH:8]2)=[CH:2][CH:3]=1. (4) Given the reactants [O:1]=[C:2]1[CH:7]=[C:6]([O:8][CH2:9][C:10]2[N:11]=[N:12][C:13]([C:16]([F:19])([F:18])[F:17])=[CH:14][CH:15]=2)[CH:5]=[CH:4][N:3]1[C:20]1[CH:25]=[CH:24][C:23]2[C:26]3[CH2:27][N:28](C(OC(C)(C)C)=O)[CH2:29][CH2:30][C:31]=3[O:32][C:22]=2[CH:21]=1.Cl, predict the reaction product. The product is: [CH2:27]1[C:26]2[C:23]3[CH:24]=[CH:25][C:20]([N:3]4[CH:4]=[CH:5][C:6]([O:8][CH2:9][C:10]5[N:11]=[N:12][C:13]([C:16]([F:18])([F:17])[F:19])=[CH:14][CH:15]=5)=[CH:7][C:2]4=[O:1])=[CH:21][C:22]=3[O:32][C:31]=2[CH2:30][CH2:29][NH:28]1. (5) Given the reactants [F:1][C:2]([F:41])([O:26][C:27]1[CH:36]=[C:35]([C:37]([O:39]C)=[O:38])[CH:34]=[CH:33][C:28]=1[C:29]([O:31]C)=[O:30])[CH:3]([F:25])[O:4][C:5]([F:24])([F:23])[C:6]([F:22])([O:11][C:12]([F:21])([F:20])[C:13]([F:19])([F:18])[C:14]([F:17])([F:16])[F:15])[C:7]([F:10])([F:9])[F:8].[OH-].[K+].Cl, predict the reaction product. The product is: [F:1][C:2]([F:41])([O:26][C:27]1[CH:36]=[C:35]([C:37]([OH:39])=[O:38])[CH:34]=[CH:33][C:28]=1[C:29]([OH:31])=[O:30])[CH:3]([F:25])[O:4][C:5]([F:23])([F:24])[C:6]([F:22])([O:11][C:12]([F:20])([F:21])[C:13]([F:18])([F:19])[C:14]([F:16])([F:15])[F:17])[C:7]([F:10])([F:9])[F:8]. (6) Given the reactants C([O:3][C:4]([C:6]1[N:7]=[CH:8][N:9]([C:11]2[CH:12]=[CH:13][CH:14]=[C:15]3[C:20]=2[N:19]=[CH:18][CH:17]=[CH:16]3)[CH:10]=1)=O)C.[H-].C([Al+]CC(C)C)C(C)C, predict the reaction product. The product is: [N:19]1[C:20]2[C:15](=[CH:14][CH:13]=[CH:12][C:11]=2[N:9]2[CH:10]=[C:6]([CH2:4][OH:3])[N:7]=[CH:8]2)[CH:16]=[CH:17][CH:18]=1. (7) The product is: [CH2:35]([O:42][CH2:43][C:44]([N:19]([CH2:18][C:17]1[CH:33]=[CH:34][C:14]([C:13]#[C:12][C:9]2[CH:8]=[CH:7][C:6]([CH2:2][CH2:3][CH2:4][CH3:5])=[CH:11][CH:10]=2)=[CH:15][CH:16]=1)[C:20]1[CH:32]=[CH:31][C:23]2[O:24][C:25]([CH3:30])([CH3:29])[O:26][C:27](=[O:28])[C:22]=2[CH:21]=1)=[O:45])[C:36]1[CH:41]=[CH:40][CH:39]=[CH:38][CH:37]=1. Given the reactants Cl.[CH2:2]([C:6]1[CH:11]=[CH:10][C:9]([C:12]#[C:13][C:14]2[CH:34]=[CH:33][C:17]([CH2:18][NH:19][C:20]3[CH:32]=[CH:31][C:23]4[O:24][C:25]([CH3:30])([CH3:29])[O:26][C:27](=[O:28])[C:22]=4[CH:21]=3)=[CH:16][CH:15]=2)=[CH:8][CH:7]=1)[CH2:3][CH2:4][CH3:5].[CH2:35]([O:42][CH2:43][C:44](Cl)=[O:45])[C:36]1[CH:41]=[CH:40][CH:39]=[CH:38][CH:37]=1, predict the reaction product. (8) Given the reactants [C:1]([O:5][C:6]([NH:8][CH2:9][C@H:10]1[CH2:15][CH2:14][C@H:13]([C:16]([NH:18][C@H:19]([C:37]([NH:39][C:40]2[CH:45]=[CH:44][C:43]([C:46]3[NH:50][C:49]([C:51]([F:59])([F:58])[C:52]([C:55]([OH:57])=[O:56])([F:54])[F:53])=[N:48][N:47]=3)=[CH:42][CH:41]=2)=[O:38])[CH2:20][C:21]2[CH:26]=[CH:25][C:24]([C:27]3[CH:32]=[CH:31][C:30]([C:33](O)=[O:34])=[CH:29][C:28]=3[CH3:36])=[CH:23][CH:22]=2)=[O:17])[CH2:12][CH2:11]1)=[O:7])([CH3:4])([CH3:3])[CH3:2].[NH2:60][CH2:61][C:62]([N:64]1[CH2:69][CH2:68][CH:67]([N:70]([CH3:72])[CH3:71])[CH2:66][CH2:65]1)=[O:63].C(N(CC)C(C)C)(C)C.F[P-](F)(F)(F)(F)F.CN(C(ON1C2=NC=CC=C2N=N1)=[N+](C)C)C, predict the reaction product. The product is: [C:1]([O:5][C:6]([NH:8][CH2:9][C@H:10]1[CH2:11][CH2:12][C@H:13]([C:16]([NH:18][C@@H:19]([CH2:20][C:21]2[CH:26]=[CH:25][C:24]([C:27]3[CH:32]=[CH:31][C:30]([C:33](=[O:34])[NH:60][CH2:61][C:62]([N:64]4[CH2:69][CH2:68][CH:67]([N:70]([CH3:72])[CH3:71])[CH2:66][CH2:65]4)=[O:63])=[CH:29][C:28]=3[CH3:36])=[CH:23][CH:22]=2)[C:37]([NH:39][C:40]2[CH:41]=[CH:42][C:43]([C:46]3[NH:50][C:49]([C:51]([F:59])([F:58])[C:52]([F:53])([F:54])[C:55]([OH:57])=[O:56])=[N:48][N:47]=3)=[CH:44][CH:45]=2)=[O:38])=[O:17])[CH2:14][CH2:15]1)=[O:7])([CH3:3])([CH3:2])[CH3:4]. (9) Given the reactants [NH2:1][CH2:2][C@H:3]1[C@@H:8]([CH3:9])[CH2:7][CH2:6][CH2:5][N:4]1[C:10]([C:12]1[N:13]=[C:14]([CH3:24])[S:15][C:16]=1[C:17]1[CH:22]=[CH:21][C:20]([F:23])=[CH:19][CH:18]=1)=[O:11].[CH2:25]([C:27]1[CH:28]=[N:29][C:30](Cl)=[N:31][CH:32]=1)[CH3:26].CCN(C(C)C)C(C)C, predict the reaction product. The product is: [CH2:25]([C:27]1[CH:28]=[N:29][C:30]([NH:1][CH2:2][C@H:3]2[C@@H:8]([CH3:9])[CH2:7][CH2:6][CH2:5][N:4]2[C:10]([C:12]2[N:13]=[C:14]([CH3:24])[S:15][C:16]=2[C:17]2[CH:18]=[CH:19][C:20]([F:23])=[CH:21][CH:22]=2)=[O:11])=[N:31][CH:32]=1)[CH3:26].